Dataset: Catalyst prediction with 721,799 reactions and 888 catalyst types from USPTO. Task: Predict which catalyst facilitates the given reaction. Reactant: [CH2:1]([Li])CCC.[I-].C[S+](C)C.[CH2:11]([O:15][CH2:16][C:17]1[CH:22]=[CH:21][CH:20]=[CH:19][CH:18]=1)[CH:12]1[O:14][CH2:13]1.O. Product: [CH2:16]([O:15][CH2:11][CH:12]([OH:14])[CH:13]=[CH2:1])[C:17]1[CH:22]=[CH:21][CH:20]=[CH:19][CH:18]=1. The catalyst class is: 392.